Dataset: Reaction yield outcomes from USPTO patents with 853,638 reactions. Task: Predict the reaction yield, written as a fraction of the theoretical maximum amount of product (1.0 means a 100% yield; for example, 0.34 means a 34% yield). (1) The reactants are [F:1][C:2]1[CH:3]=[CH:4][CH:5]=[C:6]2[C:10]=1[N:9]([CH3:11])[C:8](=[O:12])[C:7]2([CH3:14])[CH3:13].C([O-])(=O)C.[Na+].[Br:20]Br. The catalyst is C(Cl)Cl. The product is [Br:20][C:4]1[CH:5]=[C:6]2[C:10](=[C:2]([F:1])[CH:3]=1)[N:9]([CH3:11])[C:8](=[O:12])[C:7]2([CH3:14])[CH3:13]. The yield is 0.820. (2) The reactants are Br[C:2]1[C:11]2[C:6](=[CH:7][CH:8]=[CH:9][CH:10]=2)[C:5]([Br:12])=[CH:4][CH:3]=1.[Cu](C#N)[C:14]#[N:15]. The catalyst is CN(C=O)C. The product is [Br:12][C:5]1[C:6]2[C:11](=[CH:10][CH:9]=[CH:8][CH:7]=2)[C:2]([C:14]#[N:15])=[CH:3][CH:4]=1. The yield is 0.260. (3) The reactants are [NH2:1][C:2]1[C:10]2[C:5](=[N:6][C:7]([N:17]3[CH2:26][CH2:25][C:20]4(OCC[O:21]4)[CH2:19][CH2:18]3)=[CH:8][C:9]=2[O:11][CH2:12][C:13]([F:16])([F:15])[F:14])[S:4][C:3]=1[C:27]([NH2:29])=[O:28].C(O)(=O)C.C([O-])(O)=O.[Na+]. The catalyst is O. The product is [NH2:1][C:2]1[C:10]2[C:5](=[N:6][C:7]([N:17]3[CH2:18][CH2:19][C:20](=[O:21])[CH2:25][CH2:26]3)=[CH:8][C:9]=2[O:11][CH2:12][C:13]([F:14])([F:16])[F:15])[S:4][C:3]=1[C:27]([NH2:29])=[O:28]. The yield is 0.805.